Dataset: Full USPTO retrosynthesis dataset with 1.9M reactions from patents (1976-2016). Task: Predict the reactants needed to synthesize the given product. (1) Given the product [CH3:13][O:5][C:4](=[O:6])[C:3]1[CH:7]=[C:8]([Cl:12])[CH:9]=[C:10]([CH3:11])[C:2]=1[NH2:1], predict the reactants needed to synthesize it. The reactants are: [NH2:1][C:2]1[C:10]([CH3:11])=[CH:9][C:8]([Cl:12])=[CH:7][C:3]=1[C:4]([OH:6])=[O:5].[C:13](=O)([O-])[O-].[K+].[K+].S(OC)(OC)(=O)=O.[Cl-].[Na+]. (2) The reactants are: [Cl:1][C:2]1[CH:3]=[C:4]2[C:8](=[CH:9][C:10]=1[Cl:11])[C:7](=[O:12])[N:6]([C:13]1[CH:18]=[CH:17][C:16]([OH:19])=[CH:15][CH:14]=1)[C:5]2=[O:20].[CH3:21][N:22]([C:26]1[CH:31]=[CH:30][CH:29]=[CH:28][CH:27]=1)[C:23](Cl)=[O:24]. Given the product [Cl:1][C:2]1[CH:3]=[C:4]2[C:8](=[CH:9][C:10]=1[Cl:11])[C:7](=[O:12])[N:6]([C:13]1[CH:14]=[CH:15][C:16]([O:19][C:23](=[O:24])[N:22]([CH3:21])[C:26]3[CH:31]=[CH:30][CH:29]=[CH:28][CH:27]=3)=[CH:17][CH:18]=1)[C:5]2=[O:20], predict the reactants needed to synthesize it. (3) Given the product [F:1][C:6]1[CH:7]=[C:8]([CH:21]=[CH:22][C:23]=1[N+:24]([O-:26])=[O:25])[C:9]([NH:11][CH2:12][C:13]([O:15][CH2:16][C:17]([Cl:20])([Cl:19])[Cl:18])=[O:14])=[O:10], predict the reactants needed to synthesize it. The reactants are: [F-:1].[K+].I([C:6]1[CH:7]=[C:8]([CH:21]=[CH:22][C:23]=1[N+:24]([O-:26])=[O:25])[C:9]([NH:11][CH2:12][C:13]([O:15][CH2:16][C:17]([Cl:20])([Cl:19])[Cl:18])=[O:14])=[O:10])(=O)=O.C1OCCOCCOCCOCCOCCOC1. (4) Given the product [N+:21]([C:18]1[CH:19]=[CH:20][C:15]([O:1][C:2]2[CH:8]=[CH:7][C:5]([NH2:6])=[C:4]([N+:9]([O-:11])=[O:10])[CH:3]=2)=[CH:16][CH:17]=1)([O-:23])=[O:22], predict the reactants needed to synthesize it. The reactants are: [OH:1][C:2]1[CH:8]=[CH:7][C:5]([NH2:6])=[C:4]([N+:9]([O-:11])=[O:10])[CH:3]=1.[H-].[Na+].F[C:15]1[CH:20]=[CH:19][C:18]([N+:21]([O-:23])=[O:22])=[CH:17][CH:16]=1. (5) Given the product [O:19]1[CH:23]=[CH:22][CH:21]=[C:20]1[C:24]1[CH:25]=[C:26]2[C:30](=[CH:31][C:32]=1[C:33]1[CH:34]=[CH:35][C:36]([O:39][CH2:40][C:41]3[CH:46]=[CH:45][CH:44]=[CH:43][CH:42]=3)=[CH:37][CH:38]=1)[NH:29][N:28]=[C:27]2[NH:55][C:56](=[O:60])[CH2:57][CH2:58][CH3:59], predict the reactants needed to synthesize it. The reactants are: [F-].C([N+](CCCC)(CCCC)CCCC)CCC.[O:19]1[CH:23]=[CH:22][CH:21]=[C:20]1[C:24]1[CH:25]=[C:26]2[C:30](=[CH:31][C:32]=1[C:33]1[CH:38]=[CH:37][C:36]([O:39][CH2:40][C:41]3[CH:46]=[CH:45][CH:44]=[CH:43][CH:42]=3)=[CH:35][CH:34]=1)[N:29](COCC[Si](C)(C)C)[N:28]=[C:27]2[NH:55][C:56](=[O:60])[CH2:57][CH2:58][CH3:59].C(OCC)(=O)C. (6) Given the product [CH:4]([C:3]1[CH:6]=[CH:7][C:8]([O:10][CH:11]2[CH2:16][CH2:15][CH2:14][CH2:13][O:12]2)=[CH:9][C:2]=1[O:1][S:25]([C:28]([F:31])([F:30])[F:29])(=[O:26])=[O:24])=[O:5], predict the reactants needed to synthesize it. The reactants are: [OH:1][C:2]1[CH:9]=[C:8]([O:10][CH:11]2[CH2:16][CH2:15][CH2:14][CH2:13][O:12]2)[CH:7]=[CH:6][C:3]=1[CH:4]=[O:5].CCN(CC)CC.[O:24](S(C(F)(F)F)(=O)=O)[S:25]([C:28]([F:31])([F:30])[F:29])(=O)=[O:26]. (7) Given the product [C:9]([C:8]1[CH:11]=[C:12](/[CH:15]=[CH:16]/[CH:17]([C:22]2[CH:23]=[C:24]([Cl:30])[C:25]([Cl:29])=[C:26]([Cl:28])[CH:27]=2)[C:18]([F:19])([F:20])[F:21])[CH:13]=[CH:14][C:7]=1[N:4]1[CH:5]=[N:6][C:2]([N:1]([C:34]([CH:31]2[CH2:33][CH2:32]2)=[O:35])[C:34]([CH:31]2[CH2:33][CH2:32]2)=[O:35])=[N:3]1)#[N:10], predict the reactants needed to synthesize it. The reactants are: [NH2:1][C:2]1[N:6]=[CH:5][N:4]([C:7]2[CH:14]=[CH:13][C:12](/[CH:15]=[CH:16]/[CH:17]([C:22]3[CH:27]=[C:26]([Cl:28])[C:25]([Cl:29])=[C:24]([Cl:30])[CH:23]=3)[C:18]([F:21])([F:20])[F:19])=[CH:11][C:8]=2[C:9]#[N:10])[N:3]=1.[CH:31]1([C:34](Cl)=[O:35])[CH2:33][CH2:32]1. (8) Given the product [C:1]([C:3]1[NH:20][C:6]2[CH:7]([C:14]([O:16][CH:17]([CH3:18])[CH3:19])=[O:15])[CH2:8][N:9]([C:27]([CH:21]3[CH2:26][CH2:25][CH2:24][CH2:23][CH2:22]3)=[O:28])[CH2:10][C:11]([CH3:13])([CH3:12])[C:5]=2[CH:4]=1)#[N:2], predict the reactants needed to synthesize it. The reactants are: [C:1]([C:3]1[NH:20][C:6]2[CH:7]([C:14]([O:16][CH:17]([CH3:19])[CH3:18])=[O:15])[CH2:8][NH:9][CH2:10][C:11]([CH3:13])([CH3:12])[C:5]=2[CH:4]=1)#[N:2].[CH:21]1([C:27](Cl)=[O:28])[CH2:26][CH2:25][CH2:24][CH2:23][CH2:22]1. (9) Given the product [CH3:1][O:2][C:3]1[CH:4]=[C:5]2[C:10](=[CH:11][C:12]=1[CH2:13][CH2:14][C:15]([O:17][CH2:18][CH3:19])=[O:16])[N:9]=[CH:8][CH:7]=[C:6]2[O:20][C:21]1[C:22]([CH3:31])=[N:23][C:24]2[C:29]([CH:30]=1)=[CH:28][CH:27]=[CH:26][CH:25]=2, predict the reactants needed to synthesize it. The reactants are: [CH3:1][O:2][C:3]1[CH:4]=[C:5]2[C:10](=[CH:11][C:12]=1[CH:13]=[CH:14][C:15]([O:17][CH2:18][CH3:19])=[O:16])[N:9]=[CH:8][CH:7]=[C:6]2[O:20][C:21]1[C:22]([CH3:31])=[N:23][C:24]2[C:29]([CH:30]=1)=[CH:28][CH:27]=[CH:26][CH:25]=2.